Dataset: Forward reaction prediction with 1.9M reactions from USPTO patents (1976-2016). Task: Predict the product of the given reaction. (1) Given the reactants [C:1]([O:5][C:6]([N:8]1[CH2:12][C@H:11]([CH2:13][N:14]([C:18]([C:20]2[CH:28]=[C:27]3[C:23]([CH:24]=[CH:25][NH:26]3)=[CH:22][CH:21]=2)=[O:19])[CH:15]([CH3:17])[CH3:16])[C@@H:10]([CH2:29][C:30]2[CH:35]=[CH:34][CH:33]=[CH:32][CH:31]=2)[CH2:9]1)=[O:7])([CH3:4])([CH3:3])[CH3:2].[H-].[Na+].Cl[CH2:39][CH2:40][CH2:41][O:42][CH3:43], predict the reaction product. The product is: [C:1]([O:5][C:6]([N:8]1[CH2:12][C@H:11]([CH2:13][N:14]([CH:15]([CH3:17])[CH3:16])[C:18]([C:20]2[CH:28]=[C:27]3[C:23]([CH:24]=[CH:25][N:26]3[CH2:39][CH2:40][CH2:41][O:42][CH3:43])=[CH:22][CH:21]=2)=[O:19])[C@@H:10]([CH2:29][C:30]2[CH:35]=[CH:34][CH:33]=[CH:32][CH:31]=2)[CH2:9]1)=[O:7])([CH3:3])([CH3:4])[CH3:2]. (2) Given the reactants [OH:1][N:2]=[C:3]([Cl:14])[C@H:4]1[CH2:8][O:7][C:6]2([CH2:13][CH2:12][CH2:11][CH2:10][CH2:9]2)[O:5]1.[CH3:15][S:16](Cl)(=[O:18])=[O:17].C(NC(C)CC(C)C)C, predict the reaction product. The product is: [CH3:15][S:16]([O:1][N:2]=[C:3]([Cl:14])[C@H:4]1[CH2:8][O:7][C:6]2([CH2:13][CH2:12][CH2:11][CH2:10][CH2:9]2)[O:5]1)(=[O:18])=[O:17]. (3) Given the reactants [Cl:1][C:2]1[N:3]=[C:4]([N:17]2[CH2:22][CH2:21][O:20][CH2:19][CH2:18]2)[C:5]2[O:10][C:9]3[N:11]=[CH:12][C:13]([CH:15]=O)=[CH:14][C:8]=3[C:6]=2[N:7]=1.[CH3:23][N:24]1[CH2:29][CH2:28][NH:27][CH2:26][CH2:25]1.[BH3-]C#N.[Na+].[BH-](OC(C)=O)(OC(C)=O)OC(C)=O.[Na+], predict the reaction product. The product is: [Cl:1][C:2]1[N:3]=[C:4]([N:17]2[CH2:18][CH2:19][O:20][CH2:21][CH2:22]2)[C:5]2[O:10][C:9]3[N:11]=[CH:12][C:13]([CH2:15][N:27]4[CH2:28][CH2:29][N:24]([CH3:23])[CH2:25][CH2:26]4)=[CH:14][C:8]=3[C:6]=2[N:7]=1.